Task: Regression. Given a peptide amino acid sequence and an MHC pseudo amino acid sequence, predict their binding affinity value. This is MHC class I binding data.. Dataset: Peptide-MHC class I binding affinity with 185,985 pairs from IEDB/IMGT (1) The peptide sequence is ITAAAWYLW. The MHC is HLA-A24:02 with pseudo-sequence HLA-A24:02. The binding affinity (normalized) is 0.716. (2) The peptide sequence is VQYEQEIESL. The MHC is HLA-A02:01 with pseudo-sequence HLA-A02:01. The binding affinity (normalized) is 0.183. (3) The peptide sequence is WEQTHSKAGL. The MHC is Mamu-A11 with pseudo-sequence Mamu-A11. The binding affinity (normalized) is 0.824. (4) The peptide sequence is RAPKVRLSL. The MHC is HLA-A31:01 with pseudo-sequence HLA-A31:01. The binding affinity (normalized) is 0.0847. (5) The peptide sequence is SAFNKKTFDH. The MHC is HLA-A11:01 with pseudo-sequence HLA-A11:01. The binding affinity (normalized) is 0.292. (6) The peptide sequence is GIKEDETVST. The MHC is HLA-A02:01 with pseudo-sequence HLA-A02:01. The binding affinity (normalized) is 0.0168.